Dataset: Reaction yield outcomes from USPTO patents with 853,638 reactions. Task: Predict the reaction yield, written as a fraction of the theoretical maximum amount of product (1.0 means a 100% yield; for example, 0.34 means a 34% yield). (1) The reactants are Cl.[NH2:2][C@@H:3]([CH2:6][O:7][CH3:8])[CH2:4][OH:5].C([O-])([O-])=O.[K+].[K+].[Br:15][C:16]1[CH:17]=[C:18]([CH:23]=[CH:24][C:25]=1[CH2:26]Br)[C:19]([O:21][CH3:22])=[O:20]. The catalyst is CC#N. The product is [Br:15][C:16]1[CH:17]=[C:18]([CH:23]=[CH:24][C:25]=1[CH2:26][NH:2][C@@H:3]([CH2:6][O:7][CH3:8])[CH2:4][OH:5])[C:19]([O:21][CH3:22])=[O:20]. The yield is 0.380. (2) The reactants are C(OP([CH2:9][C:10]1[CH:15]=[C:14]([O:16][CH3:17])[C:13]([CH2:18][CH2:19][CH3:20])=[C:12]([O:21][CH3:22])[CH:11]=1)(=O)OCC)C.[CH:23](=O)[C:24]1[CH:29]=[CH:28][C:27]([O:30][CH3:31])=[CH:26][CH:25]=1. No catalyst specified. The product is [CH3:17][O:16][C:14]1[CH:15]=[C:10]([CH:9]=[CH:23][C:24]2[CH:29]=[CH:28][C:27]([O:30][CH3:31])=[CH:26][CH:25]=2)[CH:11]=[C:12]([O:21][CH3:22])[C:13]=1[CH2:18][CH2:19][CH3:20]. The yield is 0.630. (3) The reactants are [F:1][C:2]1[CH:3]=[N:4][C:5]([NH:8][C:9]2[S:10][C:11]3[CH2:17][CH2:16][N:15]([CH2:18][CH:19]4[CH2:24][CH2:23][N:22](C(OC(C)(C)C)=O)[CH2:21][CH2:20]4)[C:14]4=[N:32][N:33](CC5C=CC(OC)=CC=5)[CH:34]=[C:13]4[C:12]=3[N:44]=2)=[N:6][CH:7]=1. The catalyst is C(O)(C(F)(F)F)=O. The product is [F:1][C:2]1[CH:3]=[N:4][C:5]([NH:8][C:9]2[S:10][C:11]3[CH2:17][CH2:16][N:15]([CH2:18][CH:19]4[CH2:24][CH2:23][NH:22][CH2:21][CH2:20]4)[C:14]4[NH:32][N:33]=[CH:34][C:13]=4[C:12]=3[N:44]=2)=[N:6][CH:7]=1. The yield is 0.0700. (4) The reactants are [Cl:1][C:2]1[CH:3]=[C:4]2[C:9](=[CH:10][C:11]=1[O:12][C:13]1[CH:21]=[CH:20][C:16]([C:17](O)=[O:18])=[CH:15][CH:14]=1)[O:8][CH2:7][CH2:6][CH:5]2[C:22]([O:24][CH2:25][CH3:26])=[O:23].C(Cl)(=O)C(Cl)=O.[CH3:33][O:34][C:35]1[CH:40]=[C:39]([C:41]([F:44])([F:43])[F:42])[CH:38]=[CH:37][C:36]=1[CH2:45][CH2:46][NH2:47].CCN(C(C)C)C(C)C. The catalyst is ClCCl.CN(C=O)C. The product is [Cl:1][C:2]1[CH:3]=[C:4]2[C:9](=[CH:10][C:11]=1[O:12][C:13]1[CH:21]=[CH:20][C:16]([C:17](=[O:18])[NH:47][CH2:46][CH2:45][C:36]3[CH:37]=[CH:38][C:39]([C:41]([F:43])([F:44])[F:42])=[CH:40][C:35]=3[O:34][CH3:33])=[CH:15][CH:14]=1)[O:8][CH2:7][CH2:6][CH:5]2[C:22]([O:24][CH2:25][CH3:26])=[O:23]. The yield is 0.581. (5) The reactants are [N:1]([CH2:4][CH2:5][O:6][CH2:7][CH2:8][O:9][CH2:10][CH2:11][O:12][CH2:13][CH2:14][CH2:15][O:16][CH2:17][C:18]1[CH:23]=[CH:22][CH:21]=[CH:20][CH:19]=1)=[N+]=[N-].C1(P(C2C=CC=CC=2)C2C=CC=CC=2)C=CC=CC=1.C(N(CC)CC)C.[C:50](O[C:50]([O:52][C:53]([CH3:56])([CH3:55])[CH3:54])=[O:51])([O:52][C:53]([CH3:56])([CH3:55])[CH3:54])=[O:51]. The catalyst is O1CCCC1.O. The product is [C:18]1([CH2:17][O:16][CH2:15][CH2:14][CH2:13][O:12][CH2:11][CH2:10][O:9][CH2:8][CH2:7][O:6][CH2:5][CH2:4][NH:1][C:50](=[O:51])[O:52][C:53]([CH3:56])([CH3:55])[CH3:54])[CH:23]=[CH:22][CH:21]=[CH:20][CH:19]=1. The yield is 0.500.